This data is from Reaction yield outcomes from USPTO patents with 853,638 reactions. The task is: Predict the reaction yield, written as a fraction of the theoretical maximum amount of product (1.0 means a 100% yield; for example, 0.34 means a 34% yield). (1) The reactants are [OH-:1].[Na+:2].C([OH:5])C.[CH:6]1[N:10]=[CH:9][N:8]([CH2:11][C:12]([P:18]([OH:21])([OH:20])=[O:19])([P:14]([OH:17])([OH:16])=[O:15])[OH:13])[CH:7]=1. The catalyst is O. The product is [CH:6]1[N:10]=[CH:9][N:8]([CH2:11][C:12]([P:14]([O-:17])([OH:16])=[O:15])([P:18]([O-:20])([OH:21])=[O:19])[OH:13])[CH:7]=1.[OH2:5].[OH2:1].[OH2:5].[OH2:5].[Na+:2].[Na+:2]. The yield is 0.840. (2) The reactants are Cl[CH2:2][CH2:3][CH2:4][CH2:5][C:6]1([C:10]([O:12][CH2:13][CH3:14])=[O:11])[CH2:9][CH2:8][CH2:7]1.[Na+].[I-:16]. The catalyst is CC(=O)CC.CCOCC. The product is [I:16][CH2:2][CH2:3][CH2:4][CH2:5][C:6]1([C:10]([O:12][CH2:13][CH3:14])=[O:11])[CH2:9][CH2:8][CH2:7]1. The yield is 0.990. (3) The reactants are [CH2:1]([N:10]1[C:15](=[O:16])[C:14]([CH2:17]OS(C)(=O)=O)=[CH:13][C:12]([C:23]2[CH:28]=[CH:27][C:26]([F:29])=[C:25]([CH3:30])[CH:24]=2)=[N:11]1)[CH:2]=[CH:3][C:4]1[CH:9]=[CH:8][CH:7]=[CH:6][CH:5]=1.[CH3:31][N:32]1[CH2:37][CH2:36][NH:35][CH2:34][CH2:33]1. No catalyst specified. The product is [CH2:1]([N:10]1[C:15](=[O:16])[C:14]([CH2:17][N:35]2[CH2:36][CH2:37][N:32]([CH3:31])[CH2:33][CH2:34]2)=[CH:13][C:12]([C:23]2[CH:28]=[CH:27][C:26]([F:29])=[C:25]([CH3:30])[CH:24]=2)=[N:11]1)[CH:2]=[CH:3][C:4]1[CH:9]=[CH:8][CH:7]=[CH:6][CH:5]=1. The yield is 0.801. (4) The product is [CH3:1][O:2][C:3]([C:4]1([O:8][C:9]2[CH:14]=[CH:13][C:12]([N+:15]([O-:17])=[O:16])=[C:11]([F:18])[CH:10]=2)[CH2:6][CH2:5]1)=[O:19]. The catalyst is O1CCCC1. The yield is 0.790. The reactants are [CH3:1][O:2][C:3](=[O:19])[CH:4]([O:8][C:9]1[CH:14]=[CH:13][C:12]([N+:15]([O-:17])=[O:16])=[C:11]([F:18])[CH:10]=1)[CH2:5][CH2:6]Br.CC(C)([O-])C.[K+]. (5) The reactants are Cl[C:2]1[C:7]([N+:8]([O-:10])=[O:9])=[CH:6][N:5]=[C:4]2[CH:11]=[CH:12][S:13][C:3]=12.[NH2:14][CH:15]1[CH2:20][CH2:19][N:18]([C:21]([O:23][C:24]([CH3:27])([CH3:26])[CH3:25])=[O:22])[CH2:17][CH:16]1[OH:28].C(N(CC)C(C)C)(C)C. The catalyst is C(O)(C)C.O. The product is [OH:28][CH:16]1[CH:15]([NH:14][C:2]2[C:7]([N+:8]([O-:10])=[O:9])=[CH:6][N:5]=[C:4]3[CH:11]=[CH:12][S:13][C:3]=23)[CH2:20][CH2:19][N:18]([C:21]([O:23][C:24]([CH3:27])([CH3:26])[CH3:25])=[O:22])[CH2:17]1. The yield is 0.890. (6) The reactants are Cl.[Cl:2][C:3]1[CH:28]=[CH:27][C:6]2[N:7]3[C:11]([CH2:12][NH:13][CH2:14][C:5]=2[CH:4]=1)=[N:10][N:9]=[C:8]3[C@H:15]1[CH2:20][CH2:19][C@H:18]([C:21]2[CH:26]=[CH:25][CH:24]=[CH:23][CH:22]=2)[CH2:17][CH2:16]1.Br[C:30]1[CH:35]=[CH:34][CH:33]=[CH:32][N:31]=1. The catalyst is [Br-].C([N+](C)(C)C)CCCCCCCCCCCCCCC.C1(C)C=CC=CC=1.[OH-].[Na+].CC(C)([P](C(C)(C)C)([Pd][P](C(C)(C)C)(C(C)(C)C)C(C)(C)C)C(C)(C)C)C. The product is [Cl:2][C:3]1[CH:28]=[CH:27][C:6]2[N:7]3[C:11]([CH2:12][N:13]([C:30]4[CH:35]=[CH:34][CH:33]=[CH:32][N:31]=4)[CH2:14][C:5]=2[CH:4]=1)=[N:10][N:9]=[C:8]3[C@H:15]1[CH2:20][CH2:19][C@H:18]([C:21]2[CH:22]=[CH:23][CH:24]=[CH:25][CH:26]=2)[CH2:17][CH2:16]1. The yield is 0.0400. (7) The reactants are [CH3:1][O:2][CH2:3][CH2:4][O:5][C:6]1[CH:7]=[C:8]([CH:14]=[CH:15][C:16]=1[O:17][CH2:18][CH2:19][O:20][CH3:21])[C:9]([O:11][CH2:12][CH3:13])=[O:10].[N+:22]([O-])([OH:24])=[O:23].O. The catalyst is C(O)(=O)C. The product is [CH3:21][O:20][CH2:19][CH2:18][O:17][C:16]1[C:6]([O:5][CH2:4][CH2:3][O:2][CH3:1])=[CH:7][C:8]([C:9]([O:11][CH2:12][CH3:13])=[O:10])=[C:14]([N+:22]([O-:24])=[O:23])[CH:15]=1. The yield is 0.930. (8) The reactants are Br[C:2]1[C:3]([CH3:16])=[N:4][N:5]([C:7]2[CH:12]=[CH:11][N:10]=[C:9]3[NH:13][CH:14]=[CH:15][C:8]=23)[CH:6]=1.[C:17]([C:19]1[CH:20]=[C:21](B(O)O)[CH:22]=[CH:23][CH:24]=1)#[N:18].C(=O)([O-])[O-].[Na+].[Na+].COCCOC.O. The catalyst is C1C=CC([P]([Pd]([P](C2C=CC=CC=2)(C2C=CC=CC=2)C2C=CC=CC=2)([P](C2C=CC=CC=2)(C2C=CC=CC=2)C2C=CC=CC=2)[P](C2C=CC=CC=2)(C2C=CC=CC=2)C2C=CC=CC=2)(C2C=CC=CC=2)C2C=CC=CC=2)=CC=1. The product is [CH3:16][C:3]1[C:2]([C:23]2[CH:24]=[C:19]([CH:20]=[CH:21][CH:22]=2)[C:17]#[N:18])=[CH:6][N:5]([C:7]2[CH:12]=[CH:11][N:10]=[C:9]3[NH:13][CH:14]=[CH:15][C:8]=23)[N:4]=1. The yield is 0.440. (9) The product is [CH3:22][O:23][C:24]([C:25]1[C:26]([C:27]([CH3:30])([CH3:29])[CH3:28])=[N:14][N:15]2[CH:16]=[C:17]([Br:21])[CH:18]=[CH:19][C:20]=12)=[O:31]. The reactants are [N+](C1C=C([N+]([O-])=O)C=CC=1[O-])([O-])=O.[NH2:14][N+:15]1[CH:20]=[CH:19][CH:18]=[C:17]([Br:21])[CH:16]=1.[CH3:22][O:23][C:24](=[O:31])[C:25]#[C:26][C:27]([CH3:30])([CH3:29])[CH3:28].C([O-])([O-])=O.[K+].[K+]. The yield is 0.240. The catalyst is CN(C=O)C. (10) The reactants are [NH2:1][C:2]1[CH:7]=[CH:6][C:5]([CH3:8])=[CH:4][C:3]=1[C:9]([CH:11]1[CH2:13][CH2:12]1)=[O:10].[CH3:14]ON(C)C(C1CCC1)=O. No catalyst specified. The product is [NH2:1][C:2]1[CH:7]=[CH:6][C:5]([CH3:8])=[CH:4][C:3]=1[C:9]([CH:11]1[CH2:13][CH2:12][CH2:14]1)=[O:10]. The yield is 0.800.